This data is from Forward reaction prediction with 1.9M reactions from USPTO patents (1976-2016). The task is: Predict the product of the given reaction. (1) Given the reactants [NH2-:1].[Li+].Cl[SiH:4]1[N:8]([C:9]([CH3:12])([CH3:11])[CH3:10])[CH:7]=[CH:6][N:5]1[C:13]([CH3:16])([CH3:15])[CH3:14].CCCCCC, predict the reaction product. The product is: [NH2:1][SiH:4]1[N:8]([C:9]([CH3:12])([CH3:11])[CH3:10])[CH:7]=[CH:6][N:5]1[C:13]([CH3:16])([CH3:15])[CH3:14]. (2) Given the reactants [CH3:1][O:2][C:3]([C:5]1[CH:18]=[CH:17][C:8]2[N:9]([CH3:16])[C:10](=[O:15])[NH:11][S:12](=[O:14])(=[O:13])[C:7]=2[CH:6]=1)=[O:4].[CH2:19](Br)[C:20]1[CH:25]=[CH:24][CH:23]=[CH:22][CH:21]=1.N12CCCN=C1CCCCC2, predict the reaction product. The product is: [CH3:1][O:2][C:3]([C:5]1[CH:18]=[CH:17][C:8]2[N:9]([CH3:16])[C:10](=[O:15])[N:11]([CH2:19][C:20]3[CH:25]=[CH:24][CH:23]=[CH:22][CH:21]=3)[S:12](=[O:13])(=[O:14])[C:7]=2[CH:6]=1)=[O:4]. (3) Given the reactants C([C:3]1[CH:15]=[C:14]2[C:6]([C:7]3[C:8]([C:19]4[CH:24]=[CH:23][CH:22]=[C:21]([N:25]5[CH2:33][C:32]6[C:27](=[CH:28][CH:29]=[CH:30][CH:31]=6)[C:26]5=[O:34])[C:20]=4[CH3:35])=[CH:9][CH:10]=[C:11]([C:16]([NH2:18])=[O:17])[C:12]=3[NH:13]2)=[CH:5][CH:4]=1)=O.S(=O)(=O)(O)[OH:37].OO.[OH-].[Na+], predict the reaction product. The product is: [OH:37][C:3]1[CH:15]=[C:14]2[C:6]([C:7]3[C:8]([C:19]4[CH:24]=[CH:23][CH:22]=[C:21]([N:25]5[CH2:33][C:32]6[C:27](=[CH:28][CH:29]=[CH:30][CH:31]=6)[C:26]5=[O:34])[C:20]=4[CH3:35])=[CH:9][CH:10]=[C:11]([C:16]([NH2:18])=[O:17])[C:12]=3[NH:13]2)=[CH:5][CH:4]=1. (4) Given the reactants [Cl:1][C:2]1[CH:3]=[C:4]([CH:21]=[CH:22][C:23]=1[Cl:24])[O:5][C:6]1[C:11](=[O:12])[NH:10][C:9]([C:13](=[N:15]O)[NH2:14])=[N:8][C:7]=1[C:17]([F:20])([F:19])[F:18].[C:25](N1C=CN=C1)(N1C=CN=C1)=[S:26].[OH2:37], predict the reaction product. The product is: [Cl:1][C:2]1[CH:3]=[C:4]([CH:21]=[CH:22][C:23]=1[Cl:24])[O:5][C:6]1[C:11](=[O:12])[NH:10][C:9]([C:13]2[NH:14][C:25](=[O:37])[S:26][N:15]=2)=[N:8][C:7]=1[C:17]([F:20])([F:19])[F:18]. (5) Given the reactants [Cl:1][C:2]1[CH:3]=[CH:4][C:5]([C:26]#[N:27])=[C:6]([C:8]2[C:13]([O:14][CH3:15])=[CH:12][N:11]([CH:16]([CH2:20][C:21]3([CH3:24])[CH2:23][CH2:22]3)[C:17](O)=[O:18])[C:10](=[O:25])[CH:9]=2)[CH:7]=1.[NH2:28][C:29]1[CH:41]=[CH:40][C:32]([C:33]([O:35][C:36]([CH3:39])([CH3:38])[CH3:37])=[O:34])=[CH:31][CH:30]=1.CC(C)N=C=NC(C)C, predict the reaction product. The product is: [Cl:1][C:2]1[CH:3]=[CH:4][C:5]([C:26]#[N:27])=[C:6]([C:8]2[C:13]([O:14][CH3:15])=[CH:12][N:11]([CH:16]([CH2:20][C:21]3([CH3:24])[CH2:22][CH2:23]3)[C:17]([NH:28][C:29]3[CH:41]=[CH:40][C:32]([C:33]([O:35][C:36]([CH3:37])([CH3:38])[CH3:39])=[O:34])=[CH:31][CH:30]=3)=[O:18])[C:10](=[O:25])[CH:9]=2)[CH:7]=1. (6) Given the reactants [C:1]([O:5][C:6]([N:8]1[CH2:12][CH:11]=[C:10]([C:13]2[CH:18]=[CH:17][C:16]([C:19](=[O:21])[NH2:20])=[C:15]([C:22]3[CH:27]=[CH:26][C:25]([O:28][C:29]4[CH:34]=[CH:33][CH:32]=[CH:31][CH:30]=4)=[CH:24][CH:23]=3)[N:14]=2)[CH2:9]1)=[O:7])([CH3:4])([CH3:3])[CH3:2], predict the reaction product. The product is: [C:19]([C:16]1[CH:17]=[CH:18][C:13]([CH:10]2[CH2:11][CH2:12][N:8]([C:6]([O:5][C:1]([CH3:4])([CH3:3])[CH3:2])=[O:7])[CH2:9]2)=[N:14][C:15]=1[C:22]1[CH:23]=[CH:24][C:25]([O:28][C:29]2[CH:34]=[CH:33][CH:32]=[CH:31][CH:30]=2)=[CH:26][CH:27]=1)(=[O:21])[NH2:20].